Dataset: Catalyst prediction with 721,799 reactions and 888 catalyst types from USPTO. Task: Predict which catalyst facilitates the given reaction. (1) Reactant: [C:1]([O:5][C:6](=[O:26])[NH:7][CH2:8][CH2:9][NH:10][CH:11]1[CH:15]([OH:16])[CH2:14][N:13]([C:17](=[O:25])[C:18]2[CH:23]=[CH:22][C:21]([Cl:24])=[CH:20][CH:19]=2)[CH2:12]1)([CH3:4])([CH3:3])[CH3:2].N1C=CN=C1.[CH3:32][C:33]([Si:36](Cl)([CH3:38])[CH3:37])([CH3:35])[CH3:34].CCOC(C)=O. Product: [C:1]([O:5][C:6](=[O:26])[NH:7][CH2:8][CH2:9][NH:10][CH:11]1[CH:15]([O:16][Si:36]([C:33]([CH3:35])([CH3:34])[CH3:32])([CH3:38])[CH3:37])[CH2:14][N:13]([C:17](=[O:25])[C:18]2[CH:19]=[CH:20][C:21]([Cl:24])=[CH:22][CH:23]=2)[CH2:12]1)([CH3:4])([CH3:2])[CH3:3]. The catalyst class is: 3. (2) Reactant: [CH3:1][C:2]1([CH3:33])[CH2:7][NH:6][CH2:5][CH2:4][N:3]1[CH2:8][C:9]1[CH:14]=[C:13]([C:15]2[CH:20]=[CH:19][C:18]([OH:21])=[CH:17][C:16]=2[F:22])[N:12]=[C:11]2[N:23](C3CCCCO3)[N:24]=[C:25]([CH3:26])[C:10]=12.Cl. Product: [CH3:1][C:2]1([CH3:33])[CH2:7][NH:6][CH2:5][CH2:4][N:3]1[CH2:8][C:9]1[CH:14]=[C:13]([C:15]2[CH:20]=[CH:19][C:18]([OH:21])=[CH:17][C:16]=2[F:22])[N:12]=[C:11]2[NH:23][N:24]=[C:25]([CH3:26])[C:10]=12. The catalyst class is: 7. (3) Reactant: [Cl:1][C:2]1[C:3]([CH2:17][NH:18][C:19]([C@H:21]2[N:25](C(OC(C)(C)C)=O)[C@@H:24]([CH3:33])[C@H:23]([F:34])[CH2:22]2)=[O:20])=[CH:4][C:5]([C:8]2[S:12][C:11]([C:13]([F:16])([F:15])[F:14])=[N:10][CH:9]=2)=[N:6][CH:7]=1.Cl. Product: [ClH:1].[Cl:1][C:2]1[C:3]([CH2:17][NH:18][C:19]([C@@H:21]2[CH2:22][C@@H:23]([F:34])[C@H:24]([CH3:33])[NH:25]2)=[O:20])=[CH:4][C:5]([C:8]2[S:12][C:11]([C:13]([F:16])([F:15])[F:14])=[N:10][CH:9]=2)=[N:6][CH:7]=1. The catalyst class is: 12. (4) Reactant: [CH2:1]([N:8]1[C:25]([CH3:26])=[C:11]2[C:12](=[O:24])[NH:13][C:14]3[CH:15]=[C:16]4[CH2:23][CH2:22][CH2:21][CH2:20][C:17]4=[CH:18][C:19]=3[C:10]2=[N:9]1)[C:2]1[CH:7]=[CH:6][CH:5]=[CH:4][CH:3]=1.C(=O)([O-])[O-].[Cs+].[Cs+].Br[CH2:34][CH:35]([F:45])[CH2:36][NH:37][C:38](=[O:44])[O:39][C:40]([CH3:43])([CH3:42])[CH3:41]. Product: [CH2:1]([N:8]1[C:25]([CH3:26])=[C:11]2[C:12](=[O:24])[N:13]([CH2:34][CH:35]([F:45])[CH2:36][NH:37][C:38](=[O:44])[O:39][C:40]([CH3:42])([CH3:41])[CH3:43])[C:14]3[CH:15]=[C:16]4[CH2:23][CH2:22][CH2:21][CH2:20][C:17]4=[CH:18][C:19]=3[C:10]2=[N:9]1)[C:2]1[CH:3]=[CH:4][CH:5]=[CH:6][CH:7]=1. The catalyst class is: 3. (5) Reactant: [F:1][C:2]1[CH:18]=[C:17]([F:19])[CH:16]=[CH:15][C:3]=1[CH2:4][O:5][CH2:6][C:7]1[O:11][N:10]=[C:9]([C:12]([OH:14])=O)[CH:8]=1.Cl.[O:21]1[CH2:25][CH2:24][CH:23]([CH2:26][NH2:27])[CH2:22]1.C(N(CC)CC)C.ON1C2C=CC=CC=2N=N1.Cl.C(N=C=NCCCN(C)C)C. Product: [O:21]1[CH2:25][CH2:24][CH:23]([CH2:26][NH:27][C:12]([C:9]2[CH:8]=[C:7]([CH2:6][O:5][CH2:4][C:3]3[CH:15]=[CH:16][C:17]([F:19])=[CH:18][C:2]=3[F:1])[O:11][N:10]=2)=[O:14])[CH2:22]1. The catalyst class is: 22.